Dataset: Reaction yield outcomes from USPTO patents with 853,638 reactions. Task: Predict the reaction yield, written as a fraction of the theoretical maximum amount of product (1.0 means a 100% yield; for example, 0.34 means a 34% yield). The reactants are [C:1]1([C:7]2[CH:14]=[CH:13][C:10]([CH2:11]O)=[CH:9][CH:8]=2)[CH:6]=[CH:5][CH:4]=[CH:3][CH:2]=1.P(Br)(Br)[Br:16]. The catalyst is C(OC(C)C)(C)C.C(Cl)(Cl)Cl.O. The product is [C:1]1([C:7]2[CH:14]=[CH:13][C:10]([CH2:11][Br:16])=[CH:9][CH:8]=2)[CH:6]=[CH:5][CH:4]=[CH:3][CH:2]=1. The yield is 0.750.